From a dataset of Catalyst prediction with 721,799 reactions and 888 catalyst types from USPTO. Predict which catalyst facilitates the given reaction. (1) Reactant: [Br:1][C:2]1[CH:15]=[CH:14][C:5]([O:6][Si:7]([C:10]([CH3:13])([CH3:12])[CH3:11])([CH3:9])[CH3:8])=[CH:4][C:3]=1[CH2:16]Br.CN(C=O)C.C1(=O)NC(=O)C2=CC=CC=C12.[K].CCOCC. Product: [Br:1][C:2]1[CH:15]=[CH:14][C:5]([O:6][Si:7]([C:10]([CH3:11])([CH3:12])[CH3:13])([CH3:8])[CH3:9])=[CH:4][C:3]=1[CH3:16]. The catalyst class is: 6. (2) Reactant: F[P-](F)(F)(F)(F)F.N1(OC(N(C)C)=[N+](C)C)C2N=CC=CC=2N=N1.C(OC([NH:32][C:33]1([C:48]([OH:50])=O)[CH2:38][CH2:37][N:36]([C:39]2[C:40]3[CH:47]=[CH:46][NH:45][C:41]=3[N:42]=[CH:43][N:44]=2)[CH2:35][CH2:34]1)=O)(C)(C)C.[Cl:51][C:52]1[CH:57]=[CH:56][C:55]([CH:58]([CH:60]2[CH2:62][CH2:61]2)[NH2:59])=[CH:54][CH:53]=1.CCN(C(C)C)C(C)C. Product: [NH2:32][C:33]1([C:48]([NH:59][CH:58]([C:55]2[CH:54]=[CH:53][C:52]([Cl:51])=[CH:57][CH:56]=2)[CH:60]2[CH2:62][CH2:61]2)=[O:50])[CH2:34][CH2:35][N:36]([C:39]2[C:40]3[CH:47]=[CH:46][NH:45][C:41]=3[N:42]=[CH:43][N:44]=2)[CH2:37][CH2:38]1. The catalyst class is: 44. (3) Reactant: [CH3:1][C:2](C)([O-])C.[K+].[Cl:7][C:8]1[C:16]2[N:15]=[C:14]3[N:17]([C:21]4[C:22]([CH3:30])=[N:23][C:24]([O:28][CH3:29])=[N:25][C:26]=4[CH3:27])[CH2:18][CH2:19][CH2:20][N:13]3[C:12]=2[C:11]([CH2:31][C:32]#[N:33])=[CH:10][CH:9]=1.C(I)C. Product: [Cl:7][C:8]1[C:16]2[N:15]=[C:14]3[N:17]([C:21]4[C:22]([CH3:30])=[N:23][C:24]([O:28][CH3:29])=[N:25][C:26]=4[CH3:27])[CH2:18][CH2:19][CH2:20][N:13]3[C:12]=2[C:11]([CH:31]([CH2:1][CH3:2])[C:32]#[N:33])=[CH:10][CH:9]=1. The catalyst class is: 627.